Dataset: Forward reaction prediction with 1.9M reactions from USPTO patents (1976-2016). Task: Predict the product of the given reaction. (1) The product is: [Cl:2][C:3]1[CH:8]=[CH:7][C:6]([NH:9][C:10]2[C:19]3[CH:18]=[CH:17][C:16]([CH3:20])=[C:15]([NH2:21])[C:14]=3[CH:13]=[CH:12][N:11]=2)=[CH:5][C:4]=1[CH2:24][N:25]([CH3:26])[CH3:27]. Given the reactants Cl.[Cl:2][C:3]1[CH:8]=[CH:7][C:6]([NH:9][C:10]2[C:19]3[C:14](=[C:15]([N+:21]([O-])=O)[C:16]([CH3:20])=[CH:17][CH:18]=3)[CH:13]=[CH:12][N:11]=2)=[CH:5][C:4]=1[CH2:24][N:25]([CH3:27])[CH3:26], predict the reaction product. (2) Given the reactants [CH:1]([C:3]1[CH:8]=[C:7]([F:9])[CH:6]=[CH:5][C:4]=1[OH:10])=[CH2:2].C(=O)([O-])[O-].[K+].[K+].[CH2:17](Br)[C:18]1[CH:23]=[CH:22][CH:21]=[CH:20][CH:19]=1, predict the reaction product. The product is: [CH:1]([C:3]1[CH:8]=[C:7]([F:9])[CH:6]=[CH:5][C:4]=1[O:10][CH2:17][C:18]1[CH:23]=[CH:22][CH:21]=[CH:20][CH:19]=1)=[CH2:2]. (3) The product is: [OH:26][CH2:25]/[CH:24]=[CH:23]/[CH:20]1[CH2:21][CH2:22][N:17]([C:15]([O:14][C:10]([CH3:13])([CH3:12])[CH3:11])=[O:16])[CH2:18][CH2:19]1. Given the reactants CC(C[AlH]CC(C)C)C.[C:10]([O:14][C:15]([N:17]1[CH2:22][CH2:21][CH:20](/[CH:23]=[CH:24]/[C:25](OC)=[O:26])[CH2:19][CH2:18]1)=[O:16])([CH3:13])([CH3:12])[CH3:11].CO, predict the reaction product. (4) Given the reactants C1(P(C2C=CC=CC=2)C2C=CC=CC=2)C=CC=CC=1.Br[C:21]1[N:29]2[C:24]([CH:25]=[N:26][C:27]([NH:30][C:31]3[CH:36]=[CH:35][CH:34]=[C:33]([N:37]4[CH2:42][CH2:41][O:40][CH2:39][CH2:38]4)[CH:32]=3)=[N:28]2)=[CH:23][CH:22]=1.ClC1C=CC(C(F)(F)F)=CC=1B(O)O.C(=O)([O-])[O-].[Na+].[Na+].[Cl-].[Na+], predict the reaction product. The product is: [N:37]1([C:33]2[CH:32]=[C:31]([NH:30][C:27]3[N:26]=[CH:25][C:24]4=[CH:23][CH:22]=[CH:21][N:29]4[N:28]=3)[CH:36]=[CH:35][CH:34]=2)[CH2:38][CH2:39][O:40][CH2:41][CH2:42]1. (5) Given the reactants [NH2:1][C@@H:2]1[CH2:7][CH2:6][C@@H:5]([NH:8][C:9]([C:11]2[C:15]3[N:16]=[CH:17][N:18]=[C:19]([C:20]4[CH:25]=[C:24]([CH:26]([F:28])[F:27])[CH:23]=[CH:22][C:21]=4[O:29][CH2:30][CH:31]4[CH2:33][CH2:32]4)[C:14]=3[NH:13][C:12]=2[CH3:34])=[O:10])[C@H:4]([F:35])[CH2:3]1.[CH3:36][O:37][CH2:38][C:39](Cl)=[O:40], predict the reaction product. The product is: [CH:31]1([CH2:30][O:29][C:21]2[CH:22]=[CH:23][C:24]([CH:26]([F:28])[F:27])=[CH:25][C:20]=2[C:19]2[C:14]3[NH:13][C:12]([CH3:34])=[C:11]([C:9]([NH:8][C@@H:5]4[CH2:6][CH2:7][C@@H:2]([NH:1][C:39](=[O:40])[CH2:38][O:37][CH3:36])[CH2:3][C@H:4]4[F:35])=[O:10])[C:15]=3[N:16]=[CH:17][N:18]=2)[CH2:32][CH2:33]1. (6) Given the reactants Cl.C[O:3][C:4](=[O:36])[C:5]1[CH:10]=[CH:9][C:8]([O:11][C:12]2[CH:17]=[CH:16][C:15]([CH2:18][C@H:19]([NH2:35])[C:20]3[N:21]([CH2:33][CH3:34])[CH:22]=[C:23]([C:25]4[CH:30]=[CH:29][C:28]([Cl:31])=[CH:27][C:26]=4[Cl:32])[N:24]=3)=[CH:14][CH:13]=2)=[CH:7][CH:6]=1.[CH3:37][O:38][C:39]1[CH:40]=[C:41]([CH2:45][C:46](O)=[O:47])[CH:42]=[CH:43][CH:44]=1, predict the reaction product. The product is: [Cl:32][C:26]1[CH:27]=[C:28]([Cl:31])[CH:29]=[CH:30][C:25]=1[C:23]1[N:24]=[C:20]([C@@H:19]([NH:35][C:46](=[O:47])[CH2:45][C:41]2[CH:42]=[CH:43][CH:44]=[C:39]([O:38][CH3:37])[CH:40]=2)[CH2:18][C:15]2[CH:16]=[CH:17][C:12]([O:11][C:8]3[CH:7]=[CH:6][C:5]([C:4]([OH:3])=[O:36])=[CH:10][CH:9]=3)=[CH:13][CH:14]=2)[N:21]([CH2:33][CH3:34])[CH:22]=1. (7) Given the reactants [F:1][C:2]([F:18])([F:17])[C:3]1[CH:16]=[CH:15][C:6]([C:7]([NH:9][CH:10]([CH3:14])[C:11]([OH:13])=O)=O)=[CH:5][CH:4]=1.[C:19](Cl)(=[O:23])C(Cl)=O.C(N(CC)CC)C.Cl.[CH3:33][NH:34][O:35][CH3:36].Cl, predict the reaction product. The product is: [CH3:36][O:35][N:34]([CH3:33])[C:19]([C:11]1[O:13][C:7]([C:6]2[CH:5]=[CH:4][C:3]([C:2]([F:1])([F:17])[F:18])=[CH:16][CH:15]=2)=[N:9][C:10]=1[CH3:14])=[O:23]. (8) Given the reactants [H-].[Na+].[CH:3]1[C:12]2[C:7](=[CH:8][CH:9]=[CH:10][CH:11]=2)[CH:6]=[CH:5][C:4]=1[C:13](=[O:21])[CH2:14][C:15]1[CH:20]=[CH:19][N:18]=[CH:17][CH:16]=1.Br[CH2:23][C:24]([O:26][CH2:27][CH3:28])=[O:25], predict the reaction product. The product is: [CH:3]1[C:12]2[C:7](=[CH:8][CH:9]=[CH:10][CH:11]=2)[CH:6]=[CH:5][C:4]=1[C:13](=[O:21])[CH:14]([C:15]1[CH:16]=[CH:17][N:18]=[CH:19][CH:20]=1)[CH2:23][C:24]([O:26][CH2:27][CH3:28])=[O:25]. (9) Given the reactants Cl.[NH2:2][CH2:3][C@H:4]1[CH2:9][CH2:8][C@H:7]([C:10]([O:12][CH3:13])=[O:11])[CH2:6][CH2:5]1.C(N(CC)CC)C.[C:21](Cl)(=[O:23])[CH3:22].O, predict the reaction product. The product is: [C:21]([NH:2][CH2:3][C@H:4]1[CH2:5][CH2:6][C@H:7]([C:10]([O:12][CH3:13])=[O:11])[CH2:8][CH2:9]1)(=[O:23])[CH3:22].